Task: Predict the reaction yield, written as a fraction of the theoretical maximum amount of product (1.0 means a 100% yield; for example, 0.34 means a 34% yield).. Dataset: Reaction yield outcomes from USPTO patents with 853,638 reactions The reactants are [F:1][C:2]1[CH:3]=[C:4]([CH:48]=[CH:49][CH:50]=1)[CH2:5][N:6]1[CH:10]=[C:9]([C:11]2[C:19]3[C:14](=[N:15][CH:16]=[C:17]([C:20]4[CH:21]=[N:22][N:23]([CH:25]5[CH2:30][CH2:29][N:28](C(OC(C)(C)C)=O)[CH2:27][CH2:26]5)[CH:24]=4)[CH:18]=3)[N:13]([S:38]([C:41]3[CH:47]=[CH:46][C:44]([CH3:45])=[CH:43][CH:42]=3)(=[O:40])=[O:39])[CH:12]=2)[CH:8]=[N:7]1.[C:51]([OH:57])([C:53]([F:56])([F:55])[F:54])=[O:52].C(Cl)Cl. No catalyst specified. The product is [F:54][C:53]([F:56])([F:55])[C:51]([OH:57])=[O:52].[F:1][C:2]1[CH:3]=[C:4]([CH:48]=[CH:49][CH:50]=1)[CH2:5][N:6]1[CH:10]=[C:9]([C:11]2[C:19]3[C:14](=[N:15][CH:16]=[C:17]([C:20]4[CH:21]=[N:22][N:23]([CH:25]5[CH2:30][CH2:29][NH:28][CH2:27][CH2:26]5)[CH:24]=4)[CH:18]=3)[N:13]([S:38]([C:41]3[CH:47]=[CH:46][C:44]([CH3:45])=[CH:43][CH:42]=3)(=[O:39])=[O:40])[CH:12]=2)[CH:8]=[N:7]1. The yield is 0.980.